The task is: Predict the reaction yield, written as a fraction of the theoretical maximum amount of product (1.0 means a 100% yield; for example, 0.34 means a 34% yield).. This data is from Reaction yield outcomes from USPTO patents with 853,638 reactions. (1) The reactants are [Br:1][C:2]1[CH:3]=[C:4]2[C:8](=[CH:9][CH:10]=1)[NH:7][C:6](=[O:11])[C:5]2=[O:12].[N+:13]([O-])([OH:15])=[O:14]. The catalyst is OS(O)(=O)=O. The product is [Br:1][C:2]1[CH:3]=[C:4]2[C:8](=[C:9]([N+:13]([O-:15])=[O:14])[CH:10]=1)[NH:7][C:6](=[O:11])[C:5]2=[O:12]. The yield is 0.918. (2) The reactants are [Cl:1][C:2]1[CH:10]=[CH:9][CH:8]=[C:7]([Cl:11])[C:3]=1[C:4]([OH:6])=O.CN(C(ON1N=NC2C=CC=NC1=2)=[N+](C)C)C.F[P-](F)(F)(F)(F)F.C(N(CC)CC)C.[CH3:43][S:44]([N:47]1[CH2:52][CH2:51][CH:50]([C:53]2[CH:65]=[CH:64][C:56]([CH2:57][C@@H:58]([C:60]([O:62]C)=[O:61])[NH2:59])=[CH:55][CH:54]=2)[CH2:49][CH2:48]1)(=[O:46])=[O:45]. The product is [Cl:11][C:7]1[CH:8]=[CH:9][CH:10]=[C:2]([Cl:1])[C:3]=1[C:4]([NH:59][C@H:58]([C:60]([OH:62])=[O:61])[CH2:57][C:56]1[CH:64]=[CH:65][C:53]([CH:50]2[CH2:49][CH2:48][N:47]([S:44]([CH3:43])(=[O:45])=[O:46])[CH2:52][CH2:51]2)=[CH:54][CH:55]=1)=[O:6]. The yield is 0.520. The catalyst is CN(C=O)C. (3) The reactants are [Br:1][C:2]1[CH:3]=[C:4]([CH:7]=[CH:8][C:9]=1[CH3:10])[CH2:5][OH:6]. The catalyst is C(Cl)(Cl)Cl.O=[Mn]=O. The product is [Br:1][C:2]1[CH:3]=[C:4]([CH:7]=[CH:8][C:9]=1[CH3:10])[CH:5]=[O:6]. The yield is 0.680. (4) The reactants are [O:1]=[C:2]1[N:8]([CH2:9][C:10]([F:13])([F:12])[F:11])[C:7]2[CH:14]=[CH:15][CH:16]=[CH:17][C:6]=2[C:5]2[CH:18]=[CH:19][CH:20]=[CH:21][C:4]=2[C@@H:3]1[NH:22][C:23]([C@@H:25]([O:27][C:28](=O)[O:29]C1C=CC([N+]([O-])=O)=CC=1)[CH3:26])=[O:24].[F:40][C:41]([F:48])([C:44]([F:47])([F:46])[F:45])[CH2:42][NH2:43]. The catalyst is ClCCl.C(OC(=O)C)C. The product is [O:1]=[C:2]1[N:8]([CH2:9][C:10]([F:12])([F:13])[F:11])[C:7]2[CH:14]=[CH:15][CH:16]=[CH:17][C:6]=2[C:5]2[CH:18]=[CH:19][CH:20]=[CH:21][C:4]=2[C@@H:3]1[NH:22][C:23]([C@@H:25]([O:27][C:28](=[O:29])[NH:43][CH2:42][C:41]([F:48])([F:40])[C:44]([F:47])([F:46])[F:45])[CH3:26])=[O:24]. The yield is 0.860. (5) The reactants are COC1C=CC(C([NH:20][C:21]2[N:29]=[CH:28][N:27]=[C:26]3[C:22]=2[N:23]=[CH:24][N:25]3[C@H:30]2[O:35][C@@H:34]([CH2:36][O:37]C(C3C=CC=CC=3)(C3C=CC=CC=3)C3C=CC(OC)=CC=3)[C@H:32]([OH:33])[CH2:31]2)(C2C=CC=CC=2)C2C=CC=CC=2)=CC=1. The catalyst is C(O)(=O)C. The product is [CH2:31]1[C@@H:30]([N:25]2[C:26]3[N:27]=[CH:28][N:29]=[C:21]([NH2:20])[C:22]=3[N:23]=[CH:24]2)[O:35][C@@H:34]([CH2:36][OH:37])[C@@H:32]1[OH:33]. The yield is 0.830. (6) The catalyst is O.Cl. The product is [F:5][C:6]1[CH:12]=[C:11]([CH3:13])[CH:10]=[CH:9][C:7]=1[NH:8][NH2:1]. The yield is 0.630. The reactants are [N:1]([O-])=O.[Na+].[F:5][C:6]1[CH:12]=[C:11]([CH3:13])[CH:10]=[CH:9][C:7]=1[NH2:8].[Sn](Cl)Cl. (7) The reactants are [C:1]([C:3]1([NH:6][C:7]([C@@H:9]2[CH2:13][C@@H:12]([S:14]([C:17]3[CH:22]=[CH:21][C:20]([F:23])=[CH:19][C:18]=3[Cl:24])(=[O:16])=[O:15])[CH2:11][C@H:10]2[CH2:25][OH:26])=[O:8])[CH2:5][CH2:4]1)#[N:2].[Cl:27][C:28]1[CH:33]=[CH:32][C:31](O)=[CH:30][N:29]=1.C1(P(C2C=CC=CC=2)C2C=CC=CC=2)C=CC=CC=1.C(OC(N=NC(OC(C)(C)C)=O)=O)(C)(C)C. The catalyst is ClCCl.O1CCCC1. The product is [C:1]([C:3]1([NH:6][C:7]([C@@H:9]2[CH2:13][C@@H:12]([S:14]([C:17]3[CH:22]=[CH:21][C:20]([F:23])=[CH:19][C:18]=3[Cl:24])(=[O:15])=[O:16])[CH2:11][C@H:10]2[CH2:25][O:26][C:31]2[CH:30]=[N:29][C:28]([Cl:27])=[CH:33][CH:32]=2)=[O:8])[CH2:5][CH2:4]1)#[N:2]. The yield is 0.360. (8) The reactants are [Cl:1][C:2]1[N:10]=[CH:9][CH:8]=[CH:7][C:3]=1[C:4](Cl)=[O:5].[Cl:11][C:12]1[CH:24]=[C:23]([Cl:25])[CH:22]=[C:21]([Cl:26])[C:13]=1[O:14][CH2:15][C@@H:16]1[CH2:20][CH2:19][CH2:18][NH:17]1.C(N(CC)CC)C. The catalyst is ClCCl. The product is [Cl:1][C:2]1[C:3]([C:4]([N:17]2[CH2:18][CH2:19][CH2:20][C@H:16]2[CH2:15][O:14][C:13]2[C:21]([Cl:26])=[CH:22][C:23]([Cl:25])=[CH:24][C:12]=2[Cl:11])=[O:5])=[CH:7][CH:8]=[CH:9][N:10]=1. The yield is 0.179.